Dataset: Peptide-MHC class I binding affinity with 185,985 pairs from IEDB/IMGT. Task: Regression. Given a peptide amino acid sequence and an MHC pseudo amino acid sequence, predict their binding affinity value. This is MHC class I binding data. (1) The peptide sequence is KTSSFKISK. The MHC is HLA-B08:01 with pseudo-sequence HLA-B08:01. The binding affinity (normalized) is 0.0428. (2) The peptide sequence is IPVRRGYTT. The MHC is HLA-B15:17 with pseudo-sequence HLA-B15:17. The binding affinity (normalized) is 0.0847. (3) The peptide sequence is FQWHEAMFL. The MHC is HLA-B27:03 with pseudo-sequence HLA-B27:03. The binding affinity (normalized) is 0.0847. (4) The peptide sequence is RYQAQQVEW. The MHC is HLA-A23:01 with pseudo-sequence HLA-A23:01. The binding affinity (normalized) is 0.854.